This data is from Peptide-MHC class I binding affinity with 185,985 pairs from IEDB/IMGT. The task is: Regression. Given a peptide amino acid sequence and an MHC pseudo amino acid sequence, predict their binding affinity value. This is MHC class I binding data. (1) The binding affinity (normalized) is 0.754. The peptide sequence is YIFFASFYY. The MHC is HLA-A11:01 with pseudo-sequence HLA-A11:01. (2) The peptide sequence is RALGPGATL. The binding affinity (normalized) is 0.306. The MHC is HLA-B27:05 with pseudo-sequence HLA-B27:05. (3) The peptide sequence is RMMATKDSF. The MHC is HLA-A26:01 with pseudo-sequence HLA-A26:01. The binding affinity (normalized) is 0.0847. (4) The peptide sequence is RSFPEWDYI. The MHC is HLA-B39:01 with pseudo-sequence HLA-B39:01. The binding affinity (normalized) is 0.0847. (5) The peptide sequence is NQAAILMGL. The MHC is HLA-A02:06 with pseudo-sequence HLA-A02:06. The binding affinity (normalized) is 0.766. (6) The peptide sequence is MMFDAMGAL. The MHC is HLA-A02:03 with pseudo-sequence HLA-A02:03. The binding affinity (normalized) is 0.974.